This data is from KCNQ2 potassium channel screen with 302,405 compounds. The task is: Binary Classification. Given a drug SMILES string, predict its activity (active/inactive) in a high-throughput screening assay against a specified biological target. (1) The molecule is Fc1ccc(C(CCN2C(=O)CCC2=O)c2occc2)cc1. The result is 0 (inactive). (2) The drug is o1c2c(c(c1C)C(O)=O)cc(OC(c1ccccc1)C(O)=O)cc2. The result is 0 (inactive). (3) The drug is Fc1cc2nnn(C3CCN(CC3)CC(=O)NCCc3ccccc3)c2cc1. The result is 0 (inactive). (4) The molecule is O(C(=O)C1NC(=O)CC1)CC(=O)Nc1c([N+]([O-])=O)cc(cc1)C. The result is 0 (inactive). (5) The compound is Clc1nc2n(c(=O)c1C=O)cccc2C. The result is 0 (inactive). (6) The drug is O=C(N(CC)CC)CN(c1nc(cc(n1)C)C)C#N. The result is 0 (inactive).